Dataset: Acute oral toxicity (LD50) regression data from Zhu et al.. Task: Regression/Classification. Given a drug SMILES string, predict its toxicity properties. Task type varies by dataset: regression for continuous values (e.g., LD50, hERG inhibition percentage) or binary classification for toxic/non-toxic outcomes (e.g., AMES mutagenicity, cardiotoxicity, hepatotoxicity). Dataset: ld50_zhu. (1) The compound is CC(=O)NC(=O)N(C)N=O. The rat oral LD50 is 2.86, given as -log10 of the dose in mol/kg body weight (higher means more acutely toxic). (2) The compound is O=C(O)CCC(=O)c1ccc(-c2ccccc2)cc1. The rat oral LD50 is 3.10, given as -log10 of the dose in mol/kg body weight (higher means more acutely toxic). (3) The compound is O=C(O)c1ccccc1-c1ccccc1CO. The rat oral LD50 is 1.54, given as -log10 of the dose in mol/kg body weight (higher means more acutely toxic).